From a dataset of Reaction yield outcomes from USPTO patents with 853,638 reactions. Predict the reaction yield, written as a fraction of the theoretical maximum amount of product (1.0 means a 100% yield; for example, 0.34 means a 34% yield). (1) The reactants are [Br:1][C:2]1[N:3]([C:8]2[C:17]3[C:12](=[CH:13][CH:14]=[CH:15][CH:16]=3)[C:11]([CH:18]3[CH2:20][CH2:19]3)=[CH:10][CH:9]=2)[C:4]([SH:7])=[N:5][N:6]=1.Br[C:22]1([C:26]([O:28][CH2:29][CH3:30])=[O:27])[CH2:25][CH2:24][CH2:23]1.C(N(C(C)C)CC)(C)C. The catalyst is CN(C=O)C. The product is [Br:1][C:2]1[N:3]([C:8]2[C:17]3[C:12](=[CH:13][CH:14]=[CH:15][CH:16]=3)[C:11]([CH:18]3[CH2:20][CH2:19]3)=[CH:10][CH:9]=2)[C:4]([S:7][C:22]2([C:26]([O:28][CH2:29][CH3:30])=[O:27])[CH2:25][CH2:24][CH2:23]2)=[N:5][N:6]=1. The yield is 0.550. (2) The reactants are [F:1][C:2]1[CH:7]=[CH:6][C:5]([O:8][CH3:9])=[CH:4][C:3]=1[C:10]1[CH:15]=[CH:14][C:13]([C:16]([O:18][CH3:19])=[O:17])=[CH:12][C:11]=1[CH:20]1[CH:24](OS(C)(=O)=O)[CH2:23][CH2:22][CH:21]1[CH3:30].C1CCN2C(=NCCC2)CC1. The catalyst is C1(C)C=CC=CC=1. The product is [F:1][C:2]1[CH:7]=[CH:6][C:5]([O:8][CH3:9])=[CH:4][C:3]=1[C:10]1[CH:15]=[CH:14][C:13]([C:16]([O:18][CH3:19])=[O:17])=[CH:12][C:11]=1[CH:20]1[CH:21]([CH3:30])[CH2:22][CH:23]=[CH:24]1. The yield is 0.670. (3) The reactants are [H-].[Na+].[CH2:3](Cl)[C:4]1[CH:9]=[CH:8][CH:7]=[CH:6][CH:5]=1.[NH4+].[Cl-].[CH3:13][C:14]1[CH:15]=[CH:16][C:17](S(O)(=O)=O)=[CH:18][CH:19]=1.[OH2:24].[CH3:25]O.[CH2:27]1[CH2:31][O:30][CH2:29][CH2:28]1. The catalyst is C1COCC1. The product is [CH2:3]([O:30][C@@H:31]([CH2:27][CH2:28][CH2:29][CH2:19][CH2:18][CH2:17][CH2:16][CH2:15][CH2:14][CH3:13])[CH2:25][OH:24])[C:4]1[CH:9]=[CH:8][CH:7]=[CH:6][CH:5]=1. The yield is 0.660.